From a dataset of Aqueous solubility values for 9,982 compounds from the AqSolDB database. Regression/Classification. Given a drug SMILES string, predict its absorption, distribution, metabolism, or excretion properties. Task type varies by dataset: regression for continuous measurements (e.g., permeability, clearance, half-life) or binary classification for categorical outcomes (e.g., BBB penetration, CYP inhibition). For this dataset (solubility_aqsoldb), we predict Y. (1) The drug is CC(C)CC(NC(=O)CC(O)C(CC(C)C)NC(=O)C(Cc1c[nH]cn1)NC(=O)C(Cc1ccccc1)NC(=O)OC(C)(C)C)C(=O)NC(Cc1cccc(CN)c1)C(=O)O. The Y is -2.82 log mol/L. (2) The compound is CCCCCCCC/C=C\CCCCCCCC(=O)OCC(CC)(CO)COC(=O)CCCCCCC/C=C\CCCCCCCC. The Y is -8.72 log mol/L. (3) The molecule is CNC(=O)Oc1ccccc1. The Y is -1.80 log mol/L. (4) The Y is -2.08 log mol/L. The molecule is CC(C)I. (5) The molecule is O=C([O-])[O-].[Li+].[Li+]. The Y is -0.755 log mol/L. (6) The molecule is O=C(O)CCCCCCCCC(=O)O. The Y is -2.31 log mol/L.